This data is from Catalyst prediction with 721,799 reactions and 888 catalyst types from USPTO. The task is: Predict which catalyst facilitates the given reaction. (1) Reactant: S([O:6][CH3:7])(OC)(=O)=O.[Br:8][C:9]1[C:10](O)=[C:11]([C:17]([CH3:20])=[CH:18][CH:19]=1)[C:12]([O:14][CH2:15][CH3:16])=[O:13].C(=O)([O-])[O-].[K+].[K+]. Product: [Br:8][C:9]1[C:10]([O:6][CH3:7])=[C:11]([C:17]([CH3:20])=[CH:18][CH:19]=1)[C:12]([O:14][CH2:15][CH3:16])=[O:13]. The catalyst class is: 21. (2) Product: [CH3:17][S:14]([O:6][CH2:5][CH2:4][N:1]=[N+:2]=[N-:3])(=[O:16])=[O:15]. Reactant: [N:1]([CH2:4][CH2:5][OH:6])=[N+:2]=[N-:3].C(N(CC)CC)C.[S:14](Cl)([CH3:17])(=[O:16])=[O:15].C(=O)(O)[O-].[Na+]. The catalyst class is: 76.